From a dataset of Forward reaction prediction with 1.9M reactions from USPTO patents (1976-2016). Predict the product of the given reaction. (1) Given the reactants [CH2:1]([C:9]1[CH:14]=[CH:13][C:12]([NH2:15])=[CH:11][CH:10]=1)[C:2]1[CH:7]=[CH:6][C:5]([NH2:8])=[CH:4][CH:3]=1.[CH2:16]([C:18]([CH3:20])=O)[CH3:17], predict the reaction product. The product is: [CH:16]([NH:15][C:12]1[CH:13]=[CH:14][C:9]([CH2:1][C:2]2[CH:3]=[CH:4][C:5]([NH:8][CH:1]([CH2:2][CH3:3])[CH3:9])=[CH:6][CH:7]=2)=[CH:10][CH:11]=1)([CH2:18][CH3:20])[CH3:17]. (2) Given the reactants Br[C:2]1[C:10]2[C:9]([O:11][C@H:12]([CH2:18][C:19]3[CH:24]=[CH:23][CH:22]=[CH:21][C:20]=3[O:25][CH2:26][C:27]([F:30])([F:29])[F:28])[C:13]([O:15][CH2:16][CH3:17])=[O:14])=[N:8][CH:7]=[N:6][C:5]=2[S:4][C:3]=1[C:31]1[CH:36]=[CH:35][C:34]([F:37])=[CH:33][CH:32]=1.[Cl:38][C:39]1[C:44]([CH3:45])=[C:43](B2OC(C)(C)C(C)(C)O2)[CH:42]=[CH:41][C:40]=1[OH:55].C([O-])([O-])=O.[Cs+].[Cs+], predict the reaction product. The product is: [Cl:38][C:39]1[C:44]([CH3:45])=[C:43]([C:2]2[C:10]3[C:9]([O:11][C@H:12]([CH2:18][C:19]4[CH:24]=[CH:23][CH:22]=[CH:21][C:20]=4[O:25][CH2:26][C:27]([F:29])([F:28])[F:30])[C:13]([O:15][CH2:16][CH3:17])=[O:14])=[N:8][CH:7]=[N:6][C:5]=3[S:4][C:3]=2[C:31]2[CH:36]=[CH:35][C:34]([F:37])=[CH:33][CH:32]=2)[CH:42]=[CH:41][C:40]=1[OH:55]. (3) Given the reactants [F:1][C:2]([F:32])([F:31])[C:3]1([CH2:7][N:8]2[CH2:13][CH2:12][CH:11]([CH2:14][O:15][C:16]3[CH:21]=[CH:20][C:19]([C:22]4[CH:27]=[CH:26][C:25]([C:28](O)=[O:29])=[CH:24][CH:23]=4)=[CH:18][CH:17]=3)[CH2:10][CH2:9]2)[CH2:6][CH2:5][CH2:4]1.[NH:33]1[CH2:39][CH2:38][CH2:37][C@@H:34]1[CH2:35][OH:36].C1CN([P+](ON2N=NC3C=CC=CC2=3)(N2CCCC2)N2CCCC2)CC1.F[P-](F)(F)(F)(F)F.CCN(C(C)C)C(C)C, predict the reaction product. The product is: [OH:36][CH2:35][C@H:34]1[CH2:37][CH2:38][CH2:39][N:33]1[C:28]([C:25]1[CH:24]=[CH:23][C:22]([C:19]2[CH:20]=[CH:21][C:16]([O:15][CH2:14][CH:11]3[CH2:10][CH2:9][N:8]([CH2:7][C:3]4([C:2]([F:32])([F:1])[F:31])[CH2:4][CH2:5][CH2:6]4)[CH2:13][CH2:12]3)=[CH:17][CH:18]=2)=[CH:27][CH:26]=1)=[O:29]. (4) Given the reactants Cl[C:2]1[CH:16]=[CH:15][C:5]2[C:6](=[O:14])[NH:7][C:8]3[C:13]([C:4]=2[CH:3]=1)=[CH:12][CH:11]=[CH:10][N:9]=3.[CH3:17][O:18][CH2:19][CH2:20][NH2:21].[CH:22]1(P(C2CCCCC2)C2C=CC=CC=2C2C(C(C)C)=CC(C(C)C)=CC=2C(C)C)CCCCC1.CC(C)([O-])C.[Na+], predict the reaction product. The product is: [N:21]1([C:2]2[CH:16]=[CH:15][C:5]3[C:6](=[O:14])[NH:7][C:8]4[C:13]([C:4]=3[CH:3]=2)=[CH:12][CH:11]=[CH:10][N:9]=4)[CH2:22][CH2:17][O:18][CH2:19][CH2:20]1. (5) Given the reactants C([O:3][C:4]([C:6]1[CH:10]=[C:9]([C:11]2[CH:16]=[CH:15][N:14]=[C:13]([NH2:17])[N:12]=2)[O:8][C:7]=1[C:18]1[CH:23]=[CH:22][CH:21]=[CH:20][CH:19]=1)=[O:5])C.[H][H].CCO.[OH-].[Na+].Cl, predict the reaction product. The product is: [NH2:17][C:13]1[N:12]=[C:11]([C:9]2[O:8][C:7]([C:18]3[CH:23]=[CH:22][CH:21]=[CH:20][CH:19]=3)=[C:6]([C:4]([OH:5])=[O:3])[CH:10]=2)[CH:16]=[CH:15][N:14]=1.